Task: Predict the reactants needed to synthesize the given product.. Dataset: Retrosynthesis with 50K atom-mapped reactions and 10 reaction types from USPTO (1) The reactants are: CN(C)C=O.c1ccc2sccc2c1. Given the product O=Cc1cc2ccccc2s1, predict the reactants needed to synthesize it. (2) Given the product Nc1ccc(Oc2cccc3occc23)c(Cl)c1, predict the reactants needed to synthesize it. The reactants are: O=[N+]([O-])c1ccc(Oc2cccc3occc23)c(Cl)c1. (3) Given the product O=C1c2ccccc2C(=O)N1CCCn1ccnc1[N+](=O)[O-], predict the reactants needed to synthesize it. The reactants are: O=C1c2ccccc2C(=O)N1CCCBr.O=[N+]([O-])c1ncc[nH]1. (4) Given the product COc1ccc2cc(C(=O)NCc3ccc(Cl)c(Oc4cc(Cl)cc(C#N)c4)c3)[nH]c2c1, predict the reactants needed to synthesize it. The reactants are: COC(=O)c1cc2ccc(OC)cc2[nH]1.N#Cc1cc(Cl)cc(Oc2cc(CN)ccc2Cl)c1. (5) Given the product CCOC(=O)C1=C(COCc2nc(C(=O)OCC)cs2)NC(C)=C(C(=O)OC)C1c1cccc(Cl)c1Cl, predict the reactants needed to synthesize it. The reactants are: CCOC(=O)C(=O)CBr.CCOC(=O)C1=C(COCC(N)=S)NC(C)=C(C(=O)OC)C1c1cccc(Cl)c1Cl. (6) Given the product O=[N+]([O-])c1ccc(CN2CCc3oc4ccccc4c3C2)cc1, predict the reactants needed to synthesize it. The reactants are: O=[N+]([O-])c1ccc(CCl)cc1.c1ccc2c3c(oc2c1)CCNC3. (7) Given the product CSc1ccc(C(=O)N2CCC(c3ccc(C#N)cc3)CC2)cc1[N+](=O)[O-], predict the reactants needed to synthesize it. The reactants are: CSc1ccc(C(=O)O)cc1[N+](=O)[O-].N#Cc1ccc(C2CCNCC2)cc1. (8) Given the product CCC(C)(C)c1cc(-c2ccc(C=C3SC(=O)NC3=O)cn2)ccc1O, predict the reactants needed to synthesize it. The reactants are: CCC(C)(C)c1cc(-c2ccc(C=O)cn2)ccc1O.O=C1CSC(=O)N1. (9) Given the product CCOC(=O)c1c(N(C)C)nc2ccc(Cl)cc2c1Cc1ccccc1Cl, predict the reactants needed to synthesize it. The reactants are: CCOC(=O)c1c(OS(=O)(=O)C(F)(F)F)nc2ccc(Cl)cc2c1Cc1ccccc1Cl.CNC. (10) Given the product O=C(CCC(=O)OCc1ccccc1)NCCl, predict the reactants needed to synthesize it. The reactants are: ClC(Cl)(Cl)Cl.O=C(CCC(=O)OCc1ccccc1)NCO.